The task is: Regression/Classification. Given a drug SMILES string, predict its absorption, distribution, metabolism, or excretion properties. Task type varies by dataset: regression for continuous measurements (e.g., permeability, clearance, half-life) or binary classification for categorical outcomes (e.g., BBB penetration, CYP inhibition). Dataset: cyp3a4_veith.. This data is from CYP3A4 inhibition data for predicting drug metabolism from PubChem BioAssay. (1) The molecule is Cn1c([N+](=O)[O-])cnc1COC(N)=O. The result is 0 (non-inhibitor). (2) The compound is C=CCn1c(SCC)nc2sc3c(c2c1=O)CCc1ccccc1-3. The result is 0 (non-inhibitor). (3) The molecule is O=C(O)c1[nH]c2c([N+](=O)[O-])cc([N+](=O)[O-])cc2c1C(=O)O. The result is 0 (non-inhibitor). (4) The molecule is CCCN(CCC)C(=O)CSc1nc2ccccc2c(=O)n1CC1COc2ccccc2O1. The result is 1 (inhibitor). (5) The compound is NS(=O)(=O)c1ccc(N=Nc2ccc(O)c(C(=O)O)c2)cc1. The result is 0 (non-inhibitor). (6) The molecule is CCOC(=O)c1cc2c(=O)n3cccc(C)c3nc2n(CCCOC)c1=NC(=O)c1cccnc1. The result is 1 (inhibitor).